From a dataset of Full USPTO retrosynthesis dataset with 1.9M reactions from patents (1976-2016). Predict the reactants needed to synthesize the given product. (1) Given the product [F:1][C:2]1[CH:3]=[CH:4][C:5]([C:6]([O:8][CH3:9])=[O:7])=[CH:10][C:11]=1[B:12]1[O:16][C:15]([CH3:18])([CH3:17])[C:14]([CH3:20])([CH3:19])[O:13]1, predict the reactants needed to synthesize it. The reactants are: [F:1][C:2]1[C:11]([B:12]2[O:16][C:15]([CH3:18])([CH3:17])[C:14]([CH3:20])([CH3:19])[O:13]2)=[CH:10][C:5]([C:6]([O:8][CH3:9])=[O:7])=[C:4](C)[CH:3]=1.BrCC(C1C=C(C=CC=1F)C(OC)=O)=O.FC1C(I)=CC(C(OC)=O)=C(C)C=1. (2) Given the product [C:42]([O:41][C:39]([N:36]1[CH2:37][CH2:38][CH:33]([CH2:32][CH2:31][CH2:30][O:28][C:18]2[CH:19]=[CH:20][C:21]([N:22]3[C:26]([CH3:27])=[N:25][N:24]=[N:23]3)=[C:16]([F:15])[CH:17]=2)[CH2:34][CH2:35]1)=[O:40])([CH3:45])([CH3:44])[CH3:43], predict the reactants needed to synthesize it. The reactants are: CC(OC(/N=N/C(OC(C)C)=O)=O)C.[F:15][C:16]1[CH:17]=[C:18]([OH:28])[CH:19]=[CH:20][C:21]=1[N:22]1[C:26]([CH3:27])=[N:25][N:24]=[N:23]1.O[CH2:30][CH2:31][CH2:32][CH:33]1[CH2:38][CH2:37][N:36]([C:39]([O:41][C:42]([CH3:45])([CH3:44])[CH3:43])=[O:40])[CH2:35][CH2:34]1.C1C=CC(P(C2C=CC=CC=2)C2C=CC=CC=2)=CC=1.